This data is from Forward reaction prediction with 1.9M reactions from USPTO patents (1976-2016). The task is: Predict the product of the given reaction. Given the reactants [C:1]([O:5][C:6]([N:8]([CH2:14][C:15]1[CH:26]=[C:25]([O:27][CH3:28])[CH:24]=[CH:23][C:16]=1[CH2:17][CH2:18][C:19]([O:21]C)=[O:20])[CH2:9][C:10]([F:13])([F:12])[F:11])=[O:7])([CH3:4])([CH3:3])[CH3:2].[OH-].[Na+].Cl, predict the reaction product. The product is: [C:1]([O:5][C:6]([N:8]([CH2:14][C:15]1[CH:26]=[C:25]([O:27][CH3:28])[CH:24]=[CH:23][C:16]=1[CH2:17][CH2:18][C:19]([OH:21])=[O:20])[CH2:9][C:10]([F:11])([F:12])[F:13])=[O:7])([CH3:3])([CH3:4])[CH3:2].